Task: Predict the product of the given reaction.. Dataset: Forward reaction prediction with 1.9M reactions from USPTO patents (1976-2016) (1) Given the reactants Cl[C:2]1[N:7]=[C:6]([NH:8][CH:9]2[CH2:25][CH2:24][C:12]3([CH2:16][N:15]([C:17]([O:19][C:20]([CH3:23])([CH3:22])[CH3:21])=[O:18])[CH2:14][CH2:13]3)[CH2:11][CH2:10]2)[C:5]([CH3:26])=[CH:4][N:3]=1.Cl.[CH3:28][N:29]1[CH:33]=[C:32]([NH2:34])[CH:31]=[N:30]1.CCN(C(C)C)C(C)C, predict the reaction product. The product is: [CH3:26][C:5]1[C:6]([NH:8][CH:9]2[CH2:25][CH2:24][C:12]3([CH2:16][N:15]([C:17]([O:19][C:20]([CH3:23])([CH3:22])[CH3:21])=[O:18])[CH2:14][CH2:13]3)[CH2:11][CH2:10]2)=[N:7][C:2]([NH:34][C:32]2[CH:31]=[N:30][N:29]([CH3:28])[CH:33]=2)=[N:3][CH:4]=1. (2) The product is: [F:1][C:2]1[CH:7]=[CH:6][CH:5]=[C:4]([F:8])[C:3]=1[CH2:9][S:10]([C:13]1[CH:14]=[C:15]2[C:19](=[CH:20][CH:21]=1)[NH:18][C:17](=[O:22])/[C:16]/2=[CH:23]\[C:24]1[NH:28][C:27]([CH3:29])=[C:26]([C:30]([N:34]2[CH2:38][CH2:37][C@@H:36]([OH:39])[CH2:35]2)=[O:32])[C:25]=1[CH3:33])(=[O:11])=[O:12]. Given the reactants [F:1][C:2]1[CH:7]=[CH:6][CH:5]=[C:4]([F:8])[C:3]=1[CH2:9][S:10]([C:13]1[CH:14]=[C:15]2[C:19](=[CH:20][CH:21]=1)[NH:18][C:17](=[O:22])/[C:16]/2=[CH:23]\[C:24]1[NH:28][C:27]([CH3:29])=[C:26]([C:30]([OH:32])=O)[C:25]=1[CH3:33])(=[O:12])=[O:11].[NH:34]1[CH2:38][CH2:37][C@@H:36]([OH:39])[CH2:35]1.CN(C(ON1N=NC2C=CC=NC1=2)=[N+](C)C)C.F[P-](F)(F)(F)(F)F, predict the reaction product. (3) Given the reactants [N:1]1[CH:6]=[CH:5][CH:4]=[C:3]([NH:7][C:8](=[O:15])OCC(Cl)(Cl)Cl)[N:2]=1.Cl.Cl.[F:18][C:19]1[C:24]([F:25])=[CH:23][CH:22]=[CH:21][C:20]=1[C:26]1[CH:31]=[CH:30][N:29]=[C:28]([N:32]2[CH2:37][CH2:36][NH:35][CH2:34][CH2:33]2)[N:27]=1, predict the reaction product. The product is: [F:18][C:19]1[C:24]([F:25])=[CH:23][CH:22]=[CH:21][C:20]=1[C:26]1[CH:31]=[CH:30][N:29]=[C:28]([N:32]2[CH2:37][CH2:36][N:35]([C:8]([NH:7][C:3]3[N:2]=[N:1][CH:6]=[CH:5][CH:4]=3)=[O:15])[CH2:34][CH2:33]2)[N:27]=1. (4) Given the reactants N[C:2]1[N:10]=[C:9]([C:11]2[C:19]3[C:14](=[N:15][CH:16]=[CH:17][CH:18]=3)[N:13]([CH2:20][C:21]3[CH:26]=[CH:25][CH:24]=[CH:23][C:22]=3[F:27])[N:12]=2)[N:8]=[C:7]2[C:3]=1[N:4]([CH2:29][C:30]([CH3:33])([CH3:32])[CH3:31])[C:5](=[O:28])[NH:6]2.N(OCCC(C)C)=O.C(=O)([O-])O.[Na+], predict the reaction product. The product is: [CH3:31][C:30]([CH3:33])([CH3:32])[CH2:29][N:4]1[C:3]2[C:7](=[N:8][C:9]([C:11]3[C:19]4[C:14](=[N:15][CH:16]=[CH:17][CH:18]=4)[N:13]([CH2:20][C:21]4[CH:26]=[CH:25][CH:24]=[CH:23][C:22]=4[F:27])[N:12]=3)=[N:10][CH:2]=2)[NH:6][C:5]1=[O:28]. (5) Given the reactants C([O:5][C:6]([C:8]1[CH:13]=[N:12][C:11]([NH:14][C:15](=[O:34])[C@@H:16]([C:23]2[CH:28]=[CH:27][C:26]([S:29]([CH3:32])(=[O:31])=[O:30])=[C:25]([Cl:33])[CH:24]=2)[CH2:17][CH:18]2[CH2:22][CH2:21][CH2:20][CH2:19]2)=[CH:10][N:9]=1)=[O:7])(C)(C)C.FC(F)(F)C(O)=O, predict the reaction product. The product is: [Cl:33][C:25]1[CH:24]=[C:23]([C@@H:16]([CH2:17][CH:18]2[CH2:19][CH2:20][CH2:21][CH2:22]2)[C:15]([NH:14][C:11]2[N:12]=[CH:13][C:8]([C:6]([OH:7])=[O:5])=[N:9][CH:10]=2)=[O:34])[CH:28]=[CH:27][C:26]=1[S:29]([CH3:32])(=[O:31])=[O:30]. (6) Given the reactants C1CC(N)(C(O)=[O:6])C1.[OH-].[K+].C1NC1.[CH2:14]([C:16]([CH2:21][OH:22])([CH2:19][OH:20])[CH2:17]C)[OH:15], predict the reaction product. The product is: [CH2:14]([C:16]([CH2:21][OH:22])([CH3:17])[C:19]([OH:6])=[O:20])[OH:15]. (7) Given the reactants C(OC([N:11]1[CH2:16][CH2:15][N:14]([C:17]2[CH:22]=[CH:21][C:20]([C:23]3[CH:24]=[N:25][N:26]4[C:31]([NH2:32])=[C:30]([C:33]5[CH:38]=[CH:37][C:36]([NH:39][C:40]([O:42][CH2:43][CH:44]([CH3:46])[CH3:45])=[O:41])=[CH:35][CH:34]=5)[CH:29]=[N:28][C:27]=34)=[CH:19][CH:18]=2)[CH2:13][CH2:12]1)=O)C1C=CC=CC=1, predict the reaction product. The product is: [CH2:43]([O:42][C:40](=[O:41])[NH:39][C:36]1[CH:35]=[CH:34][C:33]([C:30]2[CH:29]=[N:28][C:27]3[N:26]([N:25]=[CH:24][C:23]=3[C:20]3[CH:21]=[CH:22][C:17]([N:14]4[CH2:15][CH2:16][NH:11][CH2:12][CH2:13]4)=[CH:18][CH:19]=3)[C:31]=2[NH2:32])=[CH:38][CH:37]=1)[CH:44]([CH3:46])[CH3:45]. (8) Given the reactants [OH:1][C:2]1[N:7]=[C:6]([CH3:8])[CH:5]=[C:4]([CH3:9])[N:3]=1.[Br:10]N1C(=O)CCC1=O, predict the reaction product. The product is: [OH:1][C:2]1[N:7]=[C:6]([CH3:8])[C:5]([Br:10])=[C:4]([CH3:9])[N:3]=1. (9) Given the reactants [CH3:1][C:2]1[C:6]2[C:7]([O:12][C:13]3[CH:18]=[CH:17][C:16]([NH:19][C:20](=[O:31])[C@H:21]([NH:23]C(=O)OC(C)(C)C)[CH3:22])=[CH:15][CH:14]=3)=[CH:8][C:9]([CH3:11])=[CH:10][C:5]=2[O:4][N:3]=1.C(O)(C(F)(F)F)=O, predict the reaction product. The product is: [CH3:1][C:2]1[C:6]2[C:7]([O:12][C:13]3[CH:14]=[CH:15][C:16]([NH:19][C:20](=[O:31])[C@@H:21]([CH3:22])[NH2:23])=[CH:17][CH:18]=3)=[CH:8][C:9]([CH3:11])=[CH:10][C:5]=2[O:4][N:3]=1.